Dataset: Catalyst prediction with 721,799 reactions and 888 catalyst types from USPTO. Task: Predict which catalyst facilitates the given reaction. (1) Reactant: [CH3:1][C:2]1[N:7]=[C:6]([C:8]2[N:13]=[CH:12][C:11]3[CH:14]=[N:15][N:16]([C:17]4[N:22]=[C:21]([N:23]5[CH2:28][CH2:27][N:26](C(OC(C)(C)C)=O)[CH2:25][CH2:24]5)[CH:20]=[CH:19][CH:18]=4)[C:10]=3[CH:9]=2)[CH:5]=[N:4][CH:3]=1.Cl. Product: [CH3:1][C:2]1[N:7]=[C:6]([C:8]2[N:13]=[CH:12][C:11]3[CH:14]=[N:15][N:16]([C:17]4[CH:18]=[CH:19][CH:20]=[C:21]([N:23]5[CH2:28][CH2:27][NH:26][CH2:25][CH2:24]5)[N:22]=4)[C:10]=3[CH:9]=2)[CH:5]=[N:4][CH:3]=1. The catalyst class is: 12. (2) Reactant: FC(F)(F)C([NH:5][C:6]1[N:7]=[C:8]2[CH:13]=[CH:12][C:11]([O:14][C:15]3[CH:16]=[C:17]([NH:21][C:22](=[O:33])[C:23]4[CH:28]=[CH:27][CH:26]=[C:25]([C:29]([F:32])([F:31])[F:30])[CH:24]=4)[CH:18]=[CH:19][CH:20]=3)=[CH:10][N:9]2[CH:34]=1)=O.[OH-].[Na+].O. Product: [NH2:5][C:6]1[N:7]=[C:8]2[CH:13]=[CH:12][C:11]([O:14][C:15]3[CH:16]=[C:17]([NH:21][C:22](=[O:33])[C:23]4[CH:28]=[CH:27][CH:26]=[C:25]([C:29]([F:32])([F:30])[F:31])[CH:24]=4)[CH:18]=[CH:19][CH:20]=3)=[CH:10][N:9]2[CH:34]=1. The catalyst class is: 8. (3) Reactant: [OH:1][C:2]1[CH:11]=[C:10]2[C:5]([C:6](=[O:18])[C:7]([C:12]3[CH:17]=[CH:16][CH:15]=[CH:14][CH:13]=3)=[CH:8][O:9]2)=[CH:4][CH:3]=1.C([O-])([O-])=O.[K+].[K+].[CH2:25](Br)[C:26]#[CH:27]. Product: [C:25]([O:1][C:2]1[CH:11]=[C:10]2[C:5]([C:6](=[O:18])[C:7]([C:12]3[CH:17]=[CH:16][CH:15]=[CH:14][CH:13]=3)=[CH:8][O:9]2)=[CH:4][CH:3]=1)#[C:26][CH3:27]. The catalyst class is: 21. (4) Product: [C:1]([NH:24][CH2:25][CH2:26][NH:27][P:28](=[O:31])([O:29][CH3:30])[O:63][CH2:62][C@@H:60]1[C@@H:59]([N:64]=[N+:65]=[N-:66])[CH2:58][C@@H:57]([N:51]2[CH:50]=[C:49]([CH3:48])[C:55](=[O:56])[NH:54][C:52]2=[O:53])[O:61]1)(=[O:23])[CH2:2][CH2:3]/[CH:4]=[CH:5]\[CH2:6]/[CH:7]=[CH:8]\[CH2:9]/[CH:10]=[CH:11]\[CH2:12]/[CH:13]=[CH:14]\[CH2:15]/[CH:16]=[CH:17]\[CH2:18]/[CH:19]=[CH:20]\[CH2:21][CH3:22]. The catalyst class is: 1. Reactant: [C:1]([NH:24][CH2:25][CH2:26][NH:27][P:28](=O)([O:31]C1C=CC([N+]([O-])=O)=CC=1)[O:29][CH3:30])(=[O:23])[CH2:2][CH2:3]/[CH:4]=[CH:5]\[CH2:6]/[CH:7]=[CH:8]\[CH2:9]/[CH:10]=[CH:11]\[CH2:12]/[CH:13]=[CH:14]\[CH2:15]/[CH:16]=[CH:17]\[CH2:18]/[CH:19]=[CH:20]\[CH2:21][CH3:22].C([Mg]Cl)(C)(C)C.[CH3:48][C:49]1[C:55](=[O:56])[NH:54][C:52](=[O:53])[N:51]([C@@H:57]2[O:61][C@H:60]([CH2:62][OH:63])[C@@H:59]([N:64]=[N+:65]=[N-:66])[CH2:58]2)[CH:50]=1. (5) The catalyst class is: 2. Product: [ClH:1].[Cl:1][C:2]1[CH:3]=[C:4]([C:9]23[CH2:15][CH:14]2[CH2:13][CH2:12][NH:11][CH2:10]3)[CH:5]=[CH:6][C:7]=1[Cl:8]. Reactant: [Cl:1][C:2]1[CH:3]=[C:4]([C:9]23[CH2:15][CH:14]2[CH2:13][CH2:12][NH:11][CH2:10]3)[CH:5]=[CH:6][C:7]=1[Cl:8].Cl. (6) Reactant: [N:1]([C@@H:4]1[CH2:9][CH2:8][N:7](C(OCC2C=CC=CC=2)=O)[CH2:6][C@H:5]1[F:20])=[N+:2]=[N-:3].C1(SC)C=CC=CC=1. Product: [N:1]([C@@H:4]1[CH2:9][CH2:8][NH:7][CH2:6][C@H:5]1[F:20])=[N+:2]=[N-:3]. The catalyst class is: 67. (7) Reactant: [Cl:1][C:2]1[CH:3]=[C:4]([C:9]2([C:26]([F:29])([F:28])[F:27])[CH2:13][C:12]3[CH:14]=[C:15]([C:18]4[C:19]([F:25])=[C:20]([CH:22]=[CH:23][CH:24]=4)[NH2:21])[CH:16]=[CH:17][C:11]=3[O:10]2)[CH:5]=[C:6]([Cl:8])[CH:7]=1.CCN(CC)CC.[CH:37]1([C:40](Cl)=[O:41])[CH2:39][CH2:38]1.O. Product: [Cl:1][C:2]1[CH:3]=[C:4]([C:9]2([C:26]([F:28])([F:29])[F:27])[CH2:13][C:12]3[CH:14]=[C:15]([C:18]4[C:19]([F:25])=[C:20]([NH:21][C:40]([CH:37]5[CH2:39][CH2:38]5)=[O:41])[CH:22]=[CH:23][CH:24]=4)[CH:16]=[CH:17][C:11]=3[O:10]2)[CH:5]=[C:6]([Cl:8])[CH:7]=1. The catalyst class is: 1. (8) Reactant: [CH2:1]([C:8]1[CH:9]=[C:10]([C:14](=[O:16])[CH3:15])[CH:11]=[CH:12][CH:13]=1)[C:2]1[CH:7]=[CH:6][CH:5]=[CH:4][CH:3]=1.C[Si]([N-][Si](C)(C)C)(C)C.[K+].[CH3:27][N:28]1[CH:32]=[C:31]([C:33](OC)=[O:34])[N:30]=[CH:29]1. Product: [CH2:1]([C:8]1[CH:9]=[C:10]([C:14](=[O:16])[CH2:15][C:33]([C:31]2[N:30]=[CH:29][N:28]([CH3:27])[CH:32]=2)=[O:34])[CH:11]=[CH:12][CH:13]=1)[C:2]1[CH:3]=[CH:4][CH:5]=[CH:6][CH:7]=1. The catalyst class is: 1. (9) Reactant: [CH3:1][O:2][C:3]1[CH:21]=[CH:20][CH:19]=[CH:18][C:4]=1[CH2:5][NH:6][C:7]1[CH:16]=[CH:15][C:14]2[C:9](=[CH:10][CH:11]=[C:12]([NH2:17])[CH:13]=2)[N:8]=1.C(N(CC)CC)C.ClC(O[C:34](=[O:40])OC(Cl)(Cl)Cl)(Cl)Cl.[CH3:41][N:42]1[CH2:47][CH2:46][CH:45]([NH2:48])[CH2:44][CH2:43]1. Product: [CH3:1][O:2][C:3]1[CH:21]=[CH:20][CH:19]=[CH:18][C:4]=1[CH2:5][NH:6][C:7]1[CH:16]=[CH:15][C:14]2[C:9](=[CH:10][CH:11]=[C:12]([NH:17][C:34]([NH:48][CH:45]3[CH2:46][CH2:47][N:42]([CH3:41])[CH2:43][CH2:44]3)=[O:40])[CH:13]=2)[N:8]=1. The catalyst class is: 7.